The task is: Predict the reactants needed to synthesize the given product.. This data is from Full USPTO retrosynthesis dataset with 1.9M reactions from patents (1976-2016). (1) Given the product [Br:1][C:2]1[N:7]=[C:6]([C:8]([NH:17][CH:11]2[CH2:16][CH2:15][CH2:14][CH2:13][CH2:12]2)=[O:10])[CH:5]=[CH:4][CH:3]=1, predict the reactants needed to synthesize it. The reactants are: [Br:1][C:2]1[N:7]=[C:6]([C:8]([OH:10])=O)[CH:5]=[CH:4][CH:3]=1.[CH:11]1([NH2:17])[CH2:16][CH2:15][CH2:14][CH2:13][CH2:12]1.C(N(CC)C(C)C)(C)C.CN(C(ON1N=NC2C=CC=CC1=2)=[N+](C)C)C.F[P-](F)(F)(F)(F)F. (2) Given the product [ClH:25].[ClH:25].[CH3:1][C:2]1[N:6]2[C:7](=[O:24])[N:8]([CH2:10][CH:11]3[CH2:16][CH2:15][NH:14][CH2:13][CH2:12]3)[CH2:9][C:5]2=[CH:4][N:3]=1, predict the reactants needed to synthesize it. The reactants are: [CH3:1][C:2]1[N:6]2[C:7](=[O:24])[N:8]([CH2:10][CH:11]3[CH2:16][CH2:15][N:14](C(OC(C)(C)C)=O)[CH2:13][CH2:12]3)[CH2:9][C:5]2=[CH:4][N:3]=1.[ClH:25]. (3) Given the product [CH:2]1([NH:5][C:6]2[C:9](=[O:10])[C:8](=[O:11])[C:7]=2[NH:12][C:13]2[CH:14]=[C:15]([C:19]3[CH:24]=[CH:23][C:22]([O:25][CH2:26][C@@H:27]([C:29]([O:31][CH3:32])=[O:30])[NH:28][C:34]([O:36][CH2:37][CH3:38])=[O:35])=[CH:21][CH:20]=3)[CH:16]=[CH:17][CH:18]=2)[CH2:4][CH2:3]1, predict the reactants needed to synthesize it. The reactants are: Cl.[CH:2]1([NH:5][C:6]2[C:9](=[O:10])[C:8](=[O:11])[C:7]=2[NH:12][C:13]2[CH:14]=[C:15]([C:19]3[CH:24]=[CH:23][C:22]([O:25][CH2:26][C@@H:27]([C:29]([O:31][CH3:32])=[O:30])[NH2:28])=[CH:21][CH:20]=3)[CH:16]=[CH:17][CH:18]=2)[CH2:4][CH2:3]1.Cl[C:34]([O:36][CH2:37][CH3:38])=[O:35].C(N(C(C)C)C(C)C)C.[NH4+].[Cl-]. (4) The reactants are: [CH3:1][C:2]12[C:14]3[C:6](=[CH:7][C:8]([NH2:15])=[CH:9][C:10]=3[CH2:11][CH2:12][CH2:13]1)[CH2:5][CH2:4][CH2:3]2.I[C:17]1[CH:27]=[CH:26][C:20]([C:21]([O:23][CH2:24][CH3:25])=[O:22])=[CH:19][CH:18]=1.C(=O)([O-])[O-].[Cs+].[Cs+]. Given the product [CH3:1][C:2]12[C:14]3[C:6](=[CH:7][C:8]([NH:15][C:17]4[CH:27]=[CH:26][C:20]([C:21]([O:23][CH2:24][CH3:25])=[O:22])=[CH:19][CH:18]=4)=[CH:9][C:10]=3[CH2:11][CH2:12][CH2:13]1)[CH2:5][CH2:4][CH2:3]2, predict the reactants needed to synthesize it. (5) Given the product [F:20][C:2]([F:1])([F:19])[C:3]1[CH:8]=[CH:7][C:6]([CH:9]2[C:14]3[N:15]=[CH:16][N:17]=[CH:18][C:13]=3[CH2:12][CH2:11][NH:10]2)=[CH:5][CH:4]=1, predict the reactants needed to synthesize it. The reactants are: [F:1][C:2]([F:20])([F:19])[C:3]1[CH:8]=[CH:7][C:6]([C:9]2[C:14]3[N:15]=[CH:16][N:17]=[CH:18][C:13]=3[CH2:12][CH2:11][N:10]=2)=[CH:5][CH:4]=1.[BH4-].[Na+]. (6) The reactants are: [CH:1]1[C:13]2[CH:12]([CH2:14][O:15][C:16](=[O:37])[NH:17][C:18]3[CH:23]=[CH:22][C:21]([S:24][C:25]4[CH:30]=[CH:29][C:28]([C:31](Cl)=[O:32])=[CH:27][C:26]=4[N+:34]([O-:36])=[O:35])=[CH:20][CH:19]=3)[C:11]3[C:6](=[CH:7][CH:8]=[CH:9][CH:10]=3)[C:5]=2[CH:4]=[CH:3][CH:2]=1.[NH2:38][C:39]1[CH:40]=[CH:41][C:42]([O:45][CH3:46])=[N:43][CH:44]=1.C(N(C(C)C)CC)(C)C. Given the product [CH:1]1[C:13]2[CH:12]([CH2:14][O:15][C:16](=[O:37])[NH:17][C:18]3[CH:23]=[CH:22][C:21]([S:24][C:25]4[CH:30]=[CH:29][C:28]([C:31](=[O:32])[NH:38][C:39]5[CH:44]=[N:43][C:42]([O:45][CH3:46])=[CH:41][CH:40]=5)=[CH:27][C:26]=4[N+:34]([O-:36])=[O:35])=[CH:20][CH:19]=3)[C:11]3[C:6](=[CH:7][CH:8]=[CH:9][CH:10]=3)[C:5]=2[CH:4]=[CH:3][CH:2]=1, predict the reactants needed to synthesize it.